Dataset: Rat liver microsome stability data. Task: Regression/Classification. Given a drug SMILES string, predict its absorption, distribution, metabolism, or excretion properties. Task type varies by dataset: regression for continuous measurements (e.g., permeability, clearance, half-life) or binary classification for categorical outcomes (e.g., BBB penetration, CYP inhibition). Dataset: rlm. (1) The molecule is Cc1cnc2c(C(F)(F)F)cccc2c1-c1cccc(Oc2cccc(S(C)(=O)=O)c2)c1. The result is 0 (unstable in rat liver microsomes). (2) The molecule is COc1ccc(C2Nc3ccccc3C(=O)N2Cc2ccco2)cc1COc1c(C)cc(NC(C)=O)cc1C. The result is 1 (stable in rat liver microsomes). (3) The compound is CN(C)Cc1ccc(C2c3nnc(O)c4cccc(c34)NC2c2ccccc2)cc1. The result is 1 (stable in rat liver microsomes). (4) The compound is C[C@]12CC[C@@H]3[C@H](CCC4=CC(=O)CC[C@]43C)[C@]1(O)CC[C@@]2(O)C(=O)CO. The result is 1 (stable in rat liver microsomes). (5) The drug is CC(C)(O)Cn1c(NC(=O)c2ccc(-c3cn[nH]c3)s2)nc2cc(CN3CCOCC3)ccc21. The result is 1 (stable in rat liver microsomes). (6) The drug is CC1=NN(c2ccc(C(=O)O)cc2)C(=O)/C1=C/c1ccc(-c2cc(C)c(C)cc2[N+](=O)[O-])o1. The result is 1 (stable in rat liver microsomes). (7) The drug is Cc1nc([C@](C)(O)CO)sc1-c1cnc(N)c(O[C@H](C)c2cc(F)ccc2-n2nccn2)c1. The result is 1 (stable in rat liver microsomes). (8) The compound is CNC(=O)[C@@H](NC(=O)c1csc(-c2ccc(CSc3nc(O)c4c(n3)CCC4)c(F)c2)n1)C(C)C. The result is 1 (stable in rat liver microsomes). (9) The molecule is O=C(Nc1ncc(Cc2ccccc2)s1)c1ccc(-c2cccc([N+](=O)[O-])c2)o1. The result is 0 (unstable in rat liver microsomes). (10) The compound is COc1ccc2c(O[C@@H]3C[C@H]4C(=O)N[C@]5(C(=O)NS(=O)(=O)C6CC6)C[C@H]5C=CCCCCC[C@H](NC(=O)c5ccn(CC(F)F)n5)C(=O)N4C3)cc(OC(C)C)nc2c1C. The result is 0 (unstable in rat liver microsomes).